From a dataset of Reaction yield outcomes from USPTO patents with 853,638 reactions. Predict the reaction yield, written as a fraction of the theoretical maximum amount of product (1.0 means a 100% yield; for example, 0.34 means a 34% yield). (1) The reactants are C(OC(=O)[NH:7][C@H:8]([C:31]1[CH:36]=[CH:35][CH:34]=[CH:33][CH:32]=1)[CH2:9][CH2:10][N:11]1[CH2:30][CH2:29][C:14]2([NH:18][C:17](=[O:19])[N:16]([CH2:20][C:21]3[CH:26]=[CH:25][C:24]([Br:27])=[CH:23][CH:22]=3)[C:15]2=[O:28])[CH2:13][CH2:12]1)(C)(C)C.C(Cl)Cl.C(O)(C(F)(F)F)=O.[OH-].[Na+]. No catalyst specified. The product is [NH2:7][C@H:8]([C:31]1[CH:32]=[CH:33][CH:34]=[CH:35][CH:36]=1)[CH2:9][CH2:10][N:11]1[CH2:12][CH2:13][C:14]2([NH:18][C:17](=[O:19])[N:16]([CH2:20][C:21]3[CH:26]=[CH:25][C:24]([Br:27])=[CH:23][CH:22]=3)[C:15]2=[O:28])[CH2:29][CH2:30]1. The yield is 1.00. (2) The reactants are [CH2:1]([O:8][C:9]1[CH:10]=[C:11]([O:28][C:29]2[CH:34]=[CH:33][C:32]([S:35]([CH3:38])(=[O:37])=[O:36])=[CH:31][CH:30]=2)[CH:12]=[C:13]2[C:17]=1[NH:16][C:15]([C:18]1[S:19][C:20]([C:23](OCC)=[O:24])=[CH:21][N:22]=1)=[CH:14]2)[C:2]1[CH:7]=[CH:6][CH:5]=[CH:4][CH:3]=1.[H-].[Al+3].[Li+].[H-].[H-].[H-].[H][H].[Cl-].[NH4+]. The catalyst is O1CCCC1.C(O)C. The product is [CH2:1]([O:8][C:9]1[CH:10]=[C:11]([O:28][C:29]2[CH:34]=[CH:33][C:32]([S:35]([CH3:38])(=[O:36])=[O:37])=[CH:31][CH:30]=2)[CH:12]=[C:13]2[C:17]=1[NH:16][C:15]([C:18]1[S:19][C:20]([CH2:23][OH:24])=[CH:21][N:22]=1)=[CH:14]2)[C:2]1[CH:7]=[CH:6][CH:5]=[CH:4][CH:3]=1. The yield is 0.230. (3) The reactants are Cl[C:2]1[N:7]2[N:8]=[C:9]([NH:11][C:12](=[O:19])[C:13]3[CH:18]=[CH:17][CH:16]=[N:15][CH:14]=3)[N:10]=[C:6]2[CH:5]=[C:4]([Cl:20])[CH:3]=1.[CH:21]1([NH2:25])[CH2:24][CH2:23][CH2:22]1. No catalyst specified. The product is [Cl:20][C:4]1[CH:3]=[C:2]([NH:25][CH:21]2[CH2:24][CH2:23][CH2:22]2)[N:7]2[N:8]=[C:9]([NH:11][C:12](=[O:19])[C:13]3[CH:18]=[CH:17][CH:16]=[N:15][CH:14]=3)[N:10]=[C:6]2[CH:5]=1. The yield is 0.210. (4) The reactants are C1C(=O)N([I:8])C(=O)C1.C(O)(C(F)(F)F)=O.[NH:16]1[C:20]([C:21]([O:23][CH2:24][CH3:25])=[O:22])=[CH:19][CH:18]=[N:17]1. The catalyst is CC#N. The product is [I:8][C:19]1[C:20]([C:21]([O:23][CH2:24][CH3:25])=[O:22])=[N:16][NH:17][CH:18]=1. The yield is 0.880.